From a dataset of Forward reaction prediction with 1.9M reactions from USPTO patents (1976-2016). Predict the product of the given reaction. (1) Given the reactants [C:1]([O:5][C:6]([N:8]1[CH2:14][CH2:13][C:12]2[C:15](OS(C(F)(F)F)(=O)=O)=[CH:16][CH:17]=[CH:18][C:11]=2[CH2:10][CH2:9]1)=[O:7])([CH3:4])([CH3:3])[CH3:2].[C:27]1([CH2:33][C:34]#[CH:35])[CH:32]=[CH:31][CH:30]=[CH:29][CH:28]=1, predict the reaction product. The product is: [C:1]([O:5][C:6]([N:8]1[CH2:14][CH2:13][C:12]2[C:15]([C:35]#[C:34][CH2:33][C:27]3[CH:32]=[CH:31][CH:30]=[CH:29][CH:28]=3)=[CH:16][CH:17]=[CH:18][C:11]=2[CH2:10][CH2:9]1)=[O:7])([CH3:4])([CH3:3])[CH3:2]. (2) Given the reactants [C:1]([O:5][C:6](=[O:20])[C:7]([CH3:19])([O:9][C:10]1[CH:18]=[CH:17][C:13]([C:14]([OH:16])=[O:15])=[CH:12][CH:11]=1)[CH3:8])([CH3:4])([CH3:3])[CH3:2].[F:21][C:22]([F:38])([F:37])[C:23]1[CH:36]=[CH:35][C:26]([CH2:27][N:28]2[CH:32]=[C:31]([CH2:33]O)[N:30]=[N:29]2)=[CH:25][CH:24]=1.C1(N=C=NC2CCCCC2)CCCCC1, predict the reaction product. The product is: [C:1]([O:5][C:6](=[O:20])[C:7]([CH3:8])([O:9][C:10]1[CH:11]=[CH:12][C:13]([C:14]([O:16][CH2:33][C:31]2[N:30]=[N:29][N:28]([CH2:27][C:26]3[CH:35]=[CH:36][C:23]([C:22]([F:37])([F:21])[F:38])=[CH:24][CH:25]=3)[CH:32]=2)=[O:15])=[CH:17][CH:18]=1)[CH3:19])([CH3:2])([CH3:3])[CH3:4]. (3) Given the reactants [CH3:1][C:2]1[C:7]2[N:8]=[C:9]3[C:14]([C:15]#[N:16])=[C:13]([CH3:17])[CH:12]([C:18]4[CH:23]=[CH:22][CH:21]=[CH:20][CH:19]=4)[C:11](=O)[N:10]3[C:6]=2[N:5]=[CH:4][CH:3]=1.P(Cl)(Cl)([Cl:27])=O, predict the reaction product. The product is: [Cl:27][C:11]1[N:10]2[C:6]3[N:5]=[CH:4][CH:3]=[C:2]([CH3:1])[C:7]=3[N:8]=[C:9]2[C:14]([C:15]#[N:16])=[C:13]([CH3:17])[C:12]=1[C:18]1[CH:23]=[CH:22][CH:21]=[CH:20][CH:19]=1. (4) Given the reactants C(=O)([O-])[O-].[K+].[K+].[Cl:7][C:8]1[CH:15]=[C:14](F)[CH:13]=[CH:12][C:9]=1[CH:10]=[O:11].[CH2:17]([O:24][C:25]1[CH:26]=[C:27]([OH:31])[CH:28]=[CH:29][CH:30]=1)[C:18]1[CH:23]=[CH:22][CH:21]=[CH:20][CH:19]=1, predict the reaction product. The product is: [CH2:17]([O:24][C:25]1[CH:26]=[C:27]([CH:28]=[CH:29][CH:30]=1)[O:31][C:14]1[CH:13]=[CH:12][C:9]([CH:10]=[O:11])=[C:8]([Cl:7])[CH:15]=1)[C:18]1[CH:19]=[CH:20][CH:21]=[CH:22][CH:23]=1. (5) Given the reactants O[CH2:2][CH2:3][CH2:4][CH2:5][CH2:6][N:7]([CH:16]([CH3:18])[CH3:17])[C:8](=[O:15])[CH2:9][CH2:10][CH2:11][CH2:12][CH2:13][CH3:14].C(Br)(Br)(Br)[Br:20].O, predict the reaction product. The product is: [Br:20][CH2:2][CH2:3][CH2:4][CH2:5][CH2:6][N:7]([CH:16]([CH3:18])[CH3:17])[C:8](=[O:15])[CH2:9][CH2:10][CH2:11][CH2:12][CH2:13][CH3:14].